From a dataset of Full USPTO retrosynthesis dataset with 1.9M reactions from patents (1976-2016). Predict the reactants needed to synthesize the given product. (1) Given the product [CH3:17][N:12]1[C:11]([CH2:10][CH2:9][CH2:8][C:5]2[CH:4]=[CH:3][C:2]([O:1][CH2:28][C:27]3[CH:30]=[CH:31][CH:32]=[C:25]([O:18][C:19]4[CH:24]=[CH:23][CH:22]=[CH:21][CH:20]=4)[CH:26]=3)=[CH:7][CH:6]=2)=[N:15][N:14]([CH2:28][C:27]2[CH:26]=[CH:25][CH:32]=[C:31]([O:36][C:33]3[CH:21]=[CH:20][CH:19]=[CH:24][CH:23]=3)[CH:30]=2)[C:13]1=[O:16], predict the reactants needed to synthesize it. The reactants are: [OH:1][C:2]1[CH:7]=[CH:6][C:5]([CH2:8][CH2:9][CH2:10][C:11]2[N:12]([CH3:17])[C:13](=[O:16])[NH:14][N:15]=2)=[CH:4][CH:3]=1.[O:18]([C:25]1[CH:26]=[C:27]([CH:30]=[CH:31][CH:32]=1)[CH2:28]Cl)[C:19]1[CH:24]=[CH:23][CH:22]=[CH:21][CH:20]=1.[C:33](=[O:36])([O-])[O-].[K+].[K+]. (2) Given the product [Cl:29][C:30]1[CH:31]=[C:32]([C@@H:36]([C@@H:45]2[CH2:50][CH2:49][CH2:48][N:47]([C:56](=[S:57])[NH:1][C@H:2]([CH2:3][N:4]([CH3:12])[C:5]([O:6][C:7]([CH3:9])([CH3:10])[CH3:8])=[O:11])[CH2:13][CH:14]3[CH2:15][CH2:16][CH2:17][CH2:18][CH2:19]3)[CH2:46]2)[O:37][CH2:38][CH2:39][NH:40][C:41](=[O:44])[O:42][CH3:43])[CH:33]=[CH:34][CH:35]=1, predict the reactants needed to synthesize it. The reactants are: [NH2:1][C@@H:2]([CH2:13][CH:14]1[CH2:19][CH2:18][CH2:17][CH2:16][CH2:15]1)[CH2:3][N:4]([CH3:12])[C:5](=[O:11])[O:6][C:7]([CH3:10])([CH3:9])[CH3:8].CCN(C(C)C)C(C)C.[Cl:29][C:30]1[CH:31]=[C:32]([C@@H:36]([C@@H:45]2[CH2:50][CH2:49][CH2:48][NH:47][CH2:46]2)[O:37][CH2:38][CH2:39][NH:40][C:41](=[O:44])[O:42][CH3:43])[CH:33]=[CH:34][CH:35]=1.N1([C:56](N2C=CN=C2)=[S:57])C=CN=C1. (3) Given the product [N+:10]([C:13]1[CH:14]=[CH:15][C:16]([S:19]([O:9][C:3]2[C:2](=[O:1])[CH:8]=[CH:7][CH:6]=[CH:5][CH:4]=2)(=[O:21])=[O:20])=[CH:17][CH:18]=1)([O-:12])=[O:11], predict the reactants needed to synthesize it. The reactants are: [OH:1][C:2]1[C:3](=[O:9])[CH:4]=[CH:5][CH:6]=[CH:7][CH:8]=1.[N+:10]([C:13]1[CH:18]=[CH:17][C:16]([S:19](Cl)(=[O:21])=[O:20])=[CH:15][CH:14]=1)([O-:12])=[O:11].O. (4) Given the product [N:6]1[CH:7]=[CH:8][C:3]([C:1]2([NH2:2])[CH2:10][CH2:9]2)=[CH:4][CH:5]=1, predict the reactants needed to synthesize it. The reactants are: [C:1]([C:3]1[CH:8]=[CH:7][N:6]=[CH:5][CH:4]=1)#[N:2].[CH2:9]([Mg]Br)[CH3:10].B.O1CCCC1.[OH-].[Na+]. (5) Given the product [CH:1]1([C:7]2[C:11]([CH2:12][CH2:13][CH2:14][OH:15])=[CH:10][N:9]([C:19]3[CH:24]=[CH:23][C:22]([C:25]([F:26])([F:27])[F:28])=[CH:21][N:20]=3)[N:8]=2)[CH2:6][CH2:5][CH2:4][CH2:3][CH2:2]1, predict the reactants needed to synthesize it. The reactants are: [CH:1]1([C:7]2[C:11]([CH2:12][CH2:13][C:14](OCC)=[O:15])=[CH:10][N:9]([C:19]3[CH:24]=[CH:23][C:22]([C:25]([F:28])([F:27])[F:26])=[CH:21][N:20]=3)[N:8]=2)[CH2:6][CH2:5][CH2:4][CH2:3][CH2:2]1.[H-].C([Al+]CC(C)C)C(C)C.Cl. (6) Given the product [OH:14][C@H:15]1[CH2:19][CH2:18][N:17]([C:2]2[CH:9]=[CH:8][C:5]([C:6]#[N:7])=[C:4]([C:10]([F:13])([F:12])[F:11])[CH:3]=2)[C@H:16]1[CH3:20], predict the reactants needed to synthesize it. The reactants are: F[C:2]1[CH:9]=[CH:8][C:5]([C:6]#[N:7])=[C:4]([C:10]([F:13])([F:12])[F:11])[CH:3]=1.[OH:14][C@H:15]1[CH2:19][CH2:18][NH:17][C@H:16]1[CH3:20].C(=O)([O-])[O-].[Li+].[Li+]. (7) Given the product [CH2:1]([O:8][C:9]1[CH:18]=[C:17]2[C:12]([C:13]([O:43][C:29]3[CH:34]=[CH:33][C:32]([N+:35]([O-:37])=[O:36])=[CH:31][C:30]=3[F:38])=[CH:14][CH:15]=[N:16]2)=[CH:11][C:10]=1[O:25][CH3:22])[C:2]1[CH:3]=[CH:4][CH:5]=[CH:6][CH:7]=1, predict the reactants needed to synthesize it. The reactants are: [CH2:1]([O:8][C:9]1[CH:18]=[C:17]2[C:12]([CH:13]=[CH:14][C:15](=O)[N:16]2OC)=[CH:11][CH:10]=1)[C:2]1[CH:7]=[CH:6][CH:5]=[CH:4][CH:3]=1.[C:22](=[O:25])([O-])[O-].[Cs+].[Cs+].F[C:29]1[CH:34]=[CH:33][C:32]([N+:35]([O-:37])=[O:36])=[CH:31][C:30]=1[F:38].CN(C=[O:43])C. (8) Given the product [OH:16][CH2:15][CH:10]1[N:9]([C:7]([C:6]2[CH:20]=[C:2]([CH3:1])[CH:3]=[CH:4][C:5]=2[N:21]2[N:25]=[CH:24][CH:23]=[N:22]2)=[O:8])[CH2:14][CH2:13][CH2:12][O:11]1, predict the reactants needed to synthesize it. The reactants are: [CH3:1][C:2]1[CH:3]=[CH:4][C:5]([N:21]2[N:25]=[CH:24][CH:23]=[N:22]2)=[C:6]([CH:20]=1)[C:7]([N:9]1[CH2:14][CH2:13][CH2:12][O:11][CH:10]1[C:15](OCC)=[O:16])=[O:8].[Li+].[BH4-].O. (9) Given the product [C:10]([O-:29])(=[O:28])[CH2:11][CH2:12][CH2:13][CH2:14][CH2:15][CH2:16][CH2:17]/[CH:18]=[CH:19]\[CH2:20][CH2:21][CH2:22][CH2:23][CH2:24][CH2:25][CH2:26][CH3:27].[Zn+2:5].[C:10]([O-:29])(=[O:28])[CH2:11][CH2:12][CH2:13][CH2:14][CH2:15][CH2:16][CH2:17]/[CH:18]=[CH:19]\[CH2:20][CH2:21][CH2:22][CH2:23][CH2:24][CH2:25][CH2:26][CH3:27], predict the reactants needed to synthesize it. The reactants are: C([O-])(=O)C.[Zn+2:5].C([O-])(=O)C.[C:10]([OH:29])(=[O:28])[CH2:11][CH2:12][CH2:13][CH2:14][CH2:15][CH2:16][CH2:17]/[CH:18]=[CH:19]\[CH2:20][CH2:21][CH2:22][CH2:23][CH2:24][CH2:25][CH2:26][CH3:27].